Dataset: Full USPTO retrosynthesis dataset with 1.9M reactions from patents (1976-2016). Task: Predict the reactants needed to synthesize the given product. (1) The reactants are: [NH2:1][C:2]1[CH:3]=[C:4]([CH:16]=[CH:17][C:18]=1[O:19][CH3:20])[C:5]([NH:7][C:8]1[CH:13]=[CH:12][C:11]([Cl:14])=[C:10]([Cl:15])[CH:9]=1)=[O:6].[Cl:21][C:22]1[CH:23]=[C:24]([N:29]=[C:30]=[S:31])[CH:25]=[C:26]([Cl:28])[CH:27]=1. Given the product [Cl:15][C:10]1[CH:9]=[C:8]([NH:7][C:5](=[O:6])[C:4]2[CH:16]=[CH:17][C:18]([O:19][CH3:20])=[C:2]([NH:1][C:30]([NH:29][C:24]3[CH:25]=[C:26]([Cl:28])[CH:27]=[C:22]([Cl:21])[CH:23]=3)=[S:31])[CH:3]=2)[CH:13]=[CH:12][C:11]=1[Cl:14], predict the reactants needed to synthesize it. (2) Given the product [C:4]([O:43][C:40]([N:7]1[C:8]2[C:4](=[CH:3][C:2]([Br:1])=[CH:10][CH:9]=2)[C:5]([S:14]([N:17]2[CH2:22][CH2:21][O:20][CH2:19][CH2:18]2)(=[O:15])=[O:16])=[C:6]1[C:11]([NH:13][C:25]([O:27][C:28]([CH3:31])([CH3:30])[CH3:29])=[O:26])=[O:12])=[O:41])([CH3:8])([CH3:5])[CH3:3], predict the reactants needed to synthesize it. The reactants are: [Br:1][C:2]1[CH:3]=[C:4]2[C:8](=[CH:9][CH:10]=1)[NH:7][C:6]([C:11]([NH2:13])=[O:12])=[C:5]2[S:14]([N:17]1[CH2:22][CH2:21][O:20][CH2:19][CH2:18]1)(=[O:16])=[O:15].[H-].[Na+].[C:25](O[C:25]([O:27][C:28]([CH3:31])([CH3:30])[CH3:29])=[O:26])([O:27][C:28]([CH3:31])([CH3:30])[CH3:29])=[O:26].[C:40]([O-:43])(O)=[O:41].[Na+].